Predict the reactants needed to synthesize the given product. From a dataset of Retrosynthesis with 50K atom-mapped reactions and 10 reaction types from USPTO. (1) Given the product COc1ccc(-n2c(C(=O)N3CCC(F)(F)CC3)cc3cc(C(=O)N4CCN(C(C)C)CC4)ccc32)cc1, predict the reactants needed to synthesize it. The reactants are: CC(C)N1CCN(C(=O)c2ccc3[nH]c(C(=O)N4CCC(F)(F)CC4)cc3c2)CC1.COc1ccc(B(O)O)cc1. (2) Given the product c1ccc(Oc2ccc(-c3cccc4ccccc34)c(Oc3ccccc3)c2)cc1, predict the reactants needed to synthesize it. The reactants are: Brc1ccc(Oc2ccccc2)cc1Oc1ccccc1.OB(O)c1cccc2ccccc12. (3) Given the product C=CCOC(=O)c1ccc(NC(=O)C(F)c2ccc3c(c2)C(C)(C)CCC3(C)C)cc1, predict the reactants needed to synthesize it. The reactants are: C=CCOC(=O)c1ccc(N)cc1.CC1(C)CCC(C)(C)c2cc(C(F)C(=O)O)ccc21. (4) The reactants are: C=CC(N)=O.CN(C)CCO. Given the product CN(C)CCOCCC(N)=O, predict the reactants needed to synthesize it. (5) Given the product CCC(Cc1ccc(C)c(OCc2ccccc2)c1)NC=O, predict the reactants needed to synthesize it. The reactants are: CCC(N)Cc1ccc(C)c(OCc2ccccc2)c1.O=CO.